Task: Predict which catalyst facilitates the given reaction.. Dataset: Catalyst prediction with 721,799 reactions and 888 catalyst types from USPTO (1) Reactant: [CH3:1][C@@:2]12[C@H:11]3[CH2:12][CH2:13][C@@:14]4([CH3:20])[C@H:18]([C@@H:10]3[CH2:9][CH:8]=[C:7]1[N:6]([C:21]([O:23][C:24]([CH3:27])([CH3:26])[CH3:25])=[O:22])[C:5](=[O:28])[CH2:4][CH2:3]2)[CH2:17][CH2:16][C:15]4=[O:19].[O:29](S(C(F)(F)F)(=O)=O)[S:30]([C:33]([F:36])([F:35])[F:34])(=O)=[O:31].C(N(CC)CC)C.O. Product: [CH3:1][C@@:2]12[C@H:11]3[CH2:12][CH2:13][C@@:14]4([CH3:20])[C@H:18]([C@@H:10]3[CH2:9][CH:8]=[C:7]1[N:6]([C:21]([O:23][C:24]([CH3:27])([CH3:26])[CH3:25])=[O:22])[C:5](=[O:28])[CH2:4][CH2:3]2)[CH2:17][CH:16]=[C:15]4[O:19][S:30]([C:33]([F:36])([F:35])[F:34])(=[O:31])=[O:29]. The catalyst class is: 2. (2) Reactant: [F:1][C:2]([F:10])([F:9])[C:3](=[O:8])[CH2:4][C:5](=[O:7])[CH3:6].OI(C1C=CC=CC=1)[O:13][S:14]([C:17]1[CH:23]=[CH:22][C:20]([CH3:21])=[CH:19][CH:18]=1)(=[O:16])=[O:15]. Product: [C:5]([CH:4]([O:16][S:14]([C:17]1[CH:23]=[CH:22][C:20]([CH3:21])=[CH:19][CH:18]=1)(=[O:13])=[O:15])[C:3](=[O:8])[C:2]([F:10])([F:9])[F:1])(=[O:7])[CH3:6]. The catalyst class is: 10.